From a dataset of NCI-60 drug combinations with 297,098 pairs across 59 cell lines. Regression. Given two drug SMILES strings and cell line genomic features, predict the synergy score measuring deviation from expected non-interaction effect. (1) Drug 1: CC1=CC=C(C=C1)C2=CC(=NN2C3=CC=C(C=C3)S(=O)(=O)N)C(F)(F)F. Drug 2: CC1CCC2CC(C(=CC=CC=CC(CC(C(=O)C(C(C(=CC(C(=O)CC(OC(=O)C3CCCCN3C(=O)C(=O)C1(O2)O)C(C)CC4CCC(C(C4)OC)OCCO)C)C)O)OC)C)C)C)OC. Cell line: SNB-75. Synergy scores: CSS=3.06, Synergy_ZIP=1.05, Synergy_Bliss=2.86, Synergy_Loewe=-58.3, Synergy_HSA=0.249. (2) Drug 1: COC1=C(C=C2C(=C1)N=CN=C2NC3=CC(=C(C=C3)F)Cl)OCCCN4CCOCC4. Drug 2: CC(C)(C#N)C1=CC(=CC(=C1)CN2C=NC=N2)C(C)(C)C#N. Cell line: HOP-92. Synergy scores: CSS=16.4, Synergy_ZIP=-5.03, Synergy_Bliss=-1.92, Synergy_Loewe=-0.955, Synergy_HSA=-0.515. (3) Drug 1: C(=O)(N)NO. Drug 2: CN(CC1=CN=C2C(=N1)C(=NC(=N2)N)N)C3=CC=C(C=C3)C(=O)NC(CCC(=O)O)C(=O)O. Cell line: NCI-H460. Synergy scores: CSS=57.8, Synergy_ZIP=10.3, Synergy_Bliss=6.71, Synergy_Loewe=-35.6, Synergy_HSA=4.26. (4) Drug 1: C1=NC2=C(N1)C(=S)N=CN2. Drug 2: CC1CCCC2(C(O2)CC(NC(=O)CC(C(C(=O)C(C1O)C)(C)C)O)C(=CC3=CSC(=N3)C)C)C. Cell line: HT29. Synergy scores: CSS=64.4, Synergy_ZIP=-2.64, Synergy_Bliss=-1.65, Synergy_Loewe=-1.74, Synergy_HSA=1.50. (5) Drug 1: CC=C1C(=O)NC(C(=O)OC2CC(=O)NC(C(=O)NC(CSSCCC=C2)C(=O)N1)C(C)C)C(C)C. Drug 2: CC1C(C(CC(O1)OC2CC(CC3=C2C(=C4C(=C3O)C(=O)C5=C(C4=O)C(=CC=C5)OC)O)(C(=O)CO)O)N)O.Cl. Cell line: CCRF-CEM. Synergy scores: CSS=52.7, Synergy_ZIP=-3.85, Synergy_Bliss=-5.63, Synergy_Loewe=-7.68, Synergy_HSA=-3.13. (6) Drug 1: CN(C)C1=NC(=NC(=N1)N(C)C)N(C)C. Drug 2: C1CN(P(=O)(OC1)NCCCl)CCCl. Cell line: HCT-15. Synergy scores: CSS=-3.13, Synergy_ZIP=0.759, Synergy_Bliss=-2.78, Synergy_Loewe=-6.72, Synergy_HSA=-6.34. (7) Drug 1: CC1C(C(CC(O1)OC2CC(OC(C2O)C)OC3=CC4=CC5=C(C(=O)C(C(C5)C(C(=O)C(C(C)O)O)OC)OC6CC(C(C(O6)C)O)OC7CC(C(C(O7)C)O)OC8CC(C(C(O8)C)O)(C)O)C(=C4C(=C3C)O)O)O)O. Drug 2: CCCCC(=O)OCC(=O)C1(CC(C2=C(C1)C(=C3C(=C2O)C(=O)C4=C(C3=O)C=CC=C4OC)O)OC5CC(C(C(O5)C)O)NC(=O)C(F)(F)F)O. Cell line: HCT116. Synergy scores: CSS=87.9, Synergy_ZIP=11.2, Synergy_Bliss=9.16, Synergy_Loewe=6.42, Synergy_HSA=7.85. (8) Drug 1: C1CCC(C1)C(CC#N)N2C=C(C=N2)C3=C4C=CNC4=NC=N3. Drug 2: CC1C(C(=O)NC(C(=O)N2CCCC2C(=O)N(CC(=O)N(C(C(=O)O1)C(C)C)C)C)C(C)C)NC(=O)C3=C4C(=C(C=C3)C)OC5=C(C(=O)C(=C(C5=N4)C(=O)NC6C(OC(=O)C(N(C(=O)CN(C(=O)C7CCCN7C(=O)C(NC6=O)C(C)C)C)C)C(C)C)C)N)C. Synergy scores: CSS=23.8, Synergy_ZIP=21.6, Synergy_Bliss=25.8, Synergy_Loewe=26.0, Synergy_HSA=24.1. Cell line: CCRF-CEM. (9) Drug 1: C1CCC(C1)C(CC#N)N2C=C(C=N2)C3=C4C=CNC4=NC=N3. Drug 2: COC1=CC(=CC(=C1O)OC)C2C3C(COC3=O)C(C4=CC5=C(C=C24)OCO5)OC6C(C(C7C(O6)COC(O7)C8=CC=CS8)O)O. Cell line: MCF7. Synergy scores: CSS=29.7, Synergy_ZIP=4.28, Synergy_Bliss=-0.294, Synergy_Loewe=-17.9, Synergy_HSA=-0.356.